From a dataset of Peptide-MHC class II binding affinity with 134,281 pairs from IEDB. Regression. Given a peptide amino acid sequence and an MHC pseudo amino acid sequence, predict their binding affinity value. This is MHC class II binding data. (1) The peptide sequence is DPMHPVTTAPSTA. The binding affinity (normalized) is 0.428. The MHC is DRB1_0404 with pseudo-sequence DRB1_0404. (2) The peptide sequence is FRILSSISLALVNSM. The MHC is DRB5_0101 with pseudo-sequence DRB5_0101. The binding affinity (normalized) is 0.423. (3) The peptide sequence is LTEWTSSNVMEERY. The MHC is DRB1_0404 with pseudo-sequence DRB1_0404. The binding affinity (normalized) is 0. (4) The peptide sequence is DGTYDITKLGAKPDG. The MHC is DRB1_0301 with pseudo-sequence DRB1_0301. The binding affinity (normalized) is 0.0892. (5) The peptide sequence is AAGDGNIVAVDIKPK. The MHC is HLA-DPA10201-DPB11401 with pseudo-sequence HLA-DPA10201-DPB11401. The binding affinity (normalized) is 0.335. (6) The peptide sequence is AAVGATPEAKFDSFV. The MHC is HLA-DQA10102-DQB10602 with pseudo-sequence HLA-DQA10102-DQB10602. The binding affinity (normalized) is 0.224. (7) The peptide sequence is ITEADLDDEQEILNY. The MHC is HLA-DQA10601-DQB10402 with pseudo-sequence HLA-DQA10601-DQB10402. The binding affinity (normalized) is 0.233.